From a dataset of Catalyst prediction with 721,799 reactions and 888 catalyst types from USPTO. Predict which catalyst facilitates the given reaction. (1) Reactant: [CH3:1][O:2][C:3]1[N:4]=[C:5]2[C:10](=[CH:11][CH:12]=1)[N:9]=[CH:8][CH:7]=[C:6]2[NH:13][C:14]([N:16]1[CH2:21][CH2:20][NH:19][CH2:18][CH2:17]1)=[O:15].[CH:22]([C:24]1[CH:33]=[N:32][C:31]2[C:26](=[CH:27][CH:28]=[CH:29][CH:30]=2)[N:25]=1)=[CH2:23].C(O)(=O)C.[OH-].[Na+]. Product: [CH3:1][O:2][C:3]1[N:4]=[C:5]2[C:10](=[CH:11][CH:12]=1)[N:9]=[CH:8][CH:7]=[C:6]2[NH:13][C:14]([N:16]1[CH2:21][CH2:20][N:19]([CH2:23][CH2:22][C:24]2[CH:33]=[N:32][C:31]3[C:26](=[CH:27][CH:28]=[CH:29][CH:30]=3)[N:25]=2)[CH2:18][CH2:17]1)=[O:15]. The catalyst class is: 336. (2) Reactant: Cl[CH2:2][C:3]([NH:5][CH:6]1[CH2:8][CH2:7]1)=[O:4].[Br:9][C:10]1[CH:11]=[C:12]([SH:16])[CH:13]=[CH:14][CH:15]=1.C([O-])([O-])=O.[K+].[K+]. Product: [Br:9][C:10]1[CH:11]=[C:12]([S:16][CH2:2][C:3]([NH:5][CH:6]2[CH2:8][CH2:7]2)=[O:4])[CH:13]=[CH:14][CH:15]=1. The catalyst class is: 21. (3) Reactant: C([O:5][C:6](=[O:20])[NH:7][CH:8]([CH2:11][C:12]1[CH:17]=[CH:16][C:15]([F:18])=[C:14]([F:19])[CH:13]=1)[CH2:9]O)(C)(C)C.[H-].[Na+]. Product: [F:19][C:14]1[CH:13]=[C:12]([CH:17]=[CH:16][C:15]=1[F:18])[CH2:11][CH:8]1[CH2:9][O:20][C:6](=[O:5])[NH:7]1. The catalyst class is: 1.